Dataset: Reaction yield outcomes from USPTO patents with 853,638 reactions. Task: Predict the reaction yield, written as a fraction of the theoretical maximum amount of product (1.0 means a 100% yield; for example, 0.34 means a 34% yield). (1) The reactants are C[Si]([N-][Si](C)(C)C)(C)C.[Li+].[F:11][C:12]1[CH:17]=[CH:16][C:15]([C:18](=[O:20])[CH3:19])=[C:14]([OH:21])[CH:13]=1.[C:22](=O)([O:25]C)[O:23][CH3:24].Cl. The catalyst is O1CCCC1. The product is [F:11][C:12]1[CH:17]=[CH:16][C:15]([C:18](=[O:20])[CH2:19][C:22]([O:23][CH3:24])=[O:25])=[C:14]([OH:21])[CH:13]=1. The yield is 0.640. (2) The reactants are [NH2:1][C@H:2]([CH2:10][OH:11])[CH2:3][C:4]1[CH:9]=[CH:8][CH:7]=[CH:6][CH:5]=1.C(O)(=O)C.[CH:16](=O)[C:17]1[CH:22]=[CH:21][CH:20]=[CH:19][CH:18]=1.C([BH3-])#N.[Na+]. The catalyst is CO. The product is [CH2:16]([NH:1][C@H:2]([CH2:10][OH:11])[CH2:3][C:4]1[CH:5]=[CH:6][CH:7]=[CH:8][CH:9]=1)[C:17]1[CH:22]=[CH:21][CH:20]=[CH:19][CH:18]=1. The yield is 0.810. (3) The reactants are [Cl:1][CH2:2][CH2:3][CH2:4][CH2:5][N:6]1[CH:11]=[C:10]([CH3:12])[C:9]([C:13]2[CH:14]=[N:15][CH:16]=[CH:17][CH:18]=2)=[N:8][C:7]1=[O:19].[F:20][C:21]([F:35])([F:34])[C:22]1[CH:27]=[CH:26][C:25]([C@:28]23[CH2:33][C@H:32]2[CH2:31][NH:30][CH2:29]3)=[CH:24][CH:23]=1.C([O-])([O-])=O.[K+].[K+]. The catalyst is CN(C=O)C.O. The product is [ClH:1].[CH3:12][C:10]1[C:9]([C:13]2[CH:14]=[N:15][CH:16]=[CH:17][CH:18]=2)=[N:8][C:7](=[O:19])[N:6]([CH2:5][CH2:4][CH2:3][CH2:2][N:30]2[CH2:31][C@H:32]3[C@:28]([C:25]4[CH:24]=[CH:23][C:22]([C:21]([F:20])([F:35])[F:34])=[CH:27][CH:26]=4)([CH2:33]3)[CH2:29]2)[CH:11]=1. The yield is 0.0400. (4) The product is [ClH:8].[CH3:1][O:2][CH:3]([O:6][CH3:7])[CH2:4][NH:5][CH2:9][C:10]([NH:12][CH2:13][CH2:14][C:15]1[CH:20]=[CH:19][CH:18]=[CH:17][CH:16]=1)=[O:11]. The reactants are [CH3:1][O:2][CH:3]([O:6][CH3:7])[CH2:4][NH2:5].[Cl:8][CH2:9][C:10]([NH:12][CH2:13][CH2:14][C:15]1[CH:20]=[CH:19][CH:18]=[CH:17][CH:16]=1)=[O:11]. The catalyst is C1(C)C=CC=CC=1. The yield is 0.520.